Dataset: Catalyst prediction with 721,799 reactions and 888 catalyst types from USPTO. Task: Predict which catalyst facilitates the given reaction. Reactant: Cl.NO.N1C=CC(C=[O:11])=CC=1.[N:12]1[CH:17]=[CH:16][C:15]([CH:18]=[N:19][OH:20])=[CH:14][CH:13]=1.C(=O)([O-])O.[Na+].P([O-])([O-])([O-])=O.[K+].[K+].[K+]. Product: [OH:11][C:13]1[CH:14]=[C:15]([CH:18]=[N:19][OH:20])[CH:16]=[CH:17][N:12]=1. The catalyst class is: 6.